From a dataset of Peptide-MHC class II binding affinity with 134,281 pairs from IEDB. Regression. Given a peptide amino acid sequence and an MHC pseudo amino acid sequence, predict their binding affinity value. This is MHC class II binding data. (1) The peptide sequence is INELIASGSEKLASV. The MHC is HLA-DPA10201-DPB11401 with pseudo-sequence HLA-DPA10201-DPB11401. The binding affinity (normalized) is 0.639. (2) The peptide sequence is SDYVYQPFPKTVWEQ. The MHC is HLA-DQA10501-DQB10201 with pseudo-sequence HLA-DQA10501-DQB10201. The binding affinity (normalized) is 0. (3) The peptide sequence is GEYQIVDKIDAAFKI. The MHC is DRB1_0701 with pseudo-sequence DRB1_0701. The binding affinity (normalized) is 0.677. (4) The peptide sequence is EKGYFAATQFEPLAA. The MHC is HLA-DPA10103-DPB10601 with pseudo-sequence HLA-DPA10103-DPB10601. The binding affinity (normalized) is 0.874. (5) The peptide sequence is SSWIELDEIGEDVAP. The MHC is DRB1_1101 with pseudo-sequence DRB1_1101. The binding affinity (normalized) is 0. (6) The peptide sequence is FFFLFNILTGKKITAHHHHHH. The MHC is DRB5_0101 with pseudo-sequence DRB5_0101. The binding affinity (normalized) is 0.518.